From a dataset of Forward reaction prediction with 1.9M reactions from USPTO patents (1976-2016). Predict the product of the given reaction. Given the reactants NN.[N:3]1[CH:8]=[CH:7][C:6]([CH2:9][CH2:10][CH2:11][N:12]2C(=O)C3C(=CC=CC=3)C2=O)=[CH:5][CH:4]=1, predict the reaction product. The product is: [N:3]1[CH:8]=[CH:7][C:6]([CH2:9][CH2:10][CH2:11][NH2:12])=[CH:5][CH:4]=1.